Task: Predict the reaction yield, written as a fraction of the theoretical maximum amount of product (1.0 means a 100% yield; for example, 0.34 means a 34% yield).. Dataset: Reaction yield outcomes from USPTO patents with 853,638 reactions (1) The reactants are [CH:1]([C:4]1[CH:9]=[CH:8][C:7]([C:10]2[C:11]3[C:21]([CH3:22])=[CH:20][C:19]4[CH2:18][CH2:17][CH2:16][C:15]=4[C:12]=3[O:13][CH:14]=2)=[CH:6][CH:5]=1)([CH3:3])[CH3:2]. The catalyst is CO. The product is [CH:1]([C:4]1[CH:5]=[CH:6][C:7]([CH:10]2[CH2:14][O:13][C:12]3[C:15]4[CH2:16][CH2:17][CH2:18][C:19]=4[CH:20]=[C:21]([CH3:22])[C:11]2=3)=[CH:8][CH:9]=1)([CH3:3])[CH3:2]. The yield is 0.590. (2) The reactants are [CH3:1][CH:2]([S:4][C@@H:5]1[O:10][C@H:9]([CH2:11][OH:12])[C@H:8]([OH:13])[C@H:7]([OH:14])[C@H:6]1[OH:15])[CH3:3].[C:16](Cl)(=[O:23])[C:17]1[CH:22]=[CH:21][CH:20]=[CH:19][CH:18]=1. The catalyst is N1C=CC=CC=1. The product is [C:16]([O:14][C@H:7]1[C@@H:8]([OH:13])[C@@H:9]([CH2:11][O:12][C:16](=[O:23])[C:17]2[CH:22]=[CH:21][CH:20]=[CH:19][CH:18]=2)[O:10][C@@H:5]([S:4][CH:2]([CH3:1])[CH3:3])[C@@H:6]1[OH:15])(=[O:23])[C:17]1[CH:22]=[CH:21][CH:20]=[CH:19][CH:18]=1. The yield is 0.520. (3) The reactants are C(OC([N:8]1[CH2:12][CH2:11][CH2:10][C:9]1([CH2:24][CH2:25][CH3:26])[C:13]([C:15]1[CH:16]=[C:17]2[CH:23]=[CH:22][NH:21][C:18]2=[N:19][CH:20]=1)=[O:14])=O)(C)(C)C. The catalyst is Cl. The product is [CH2:24]([C:9]1([C:13]([C:15]2[CH:16]=[C:17]3[CH:23]=[CH:22][NH:21][C:18]3=[N:19][CH:20]=2)=[O:14])[CH2:10][CH2:11][CH2:12][NH:8]1)[CH2:25][CH3:26]. The yield is 0.970.